This data is from Kir2.1 potassium channel HTS with 301,493 compounds. The task is: Binary Classification. Given a drug SMILES string, predict its activity (active/inactive) in a high-throughput screening assay against a specified biological target. (1) The compound is ClC1(Cl)C(C1)(C)C(OCC(=O)NC(=O)NC(C)C)=O. The result is 0 (inactive). (2) The molecule is O(c1nnc(c2cc(NC(=O)C)c(N3CCCCC3)cc2)c2c1cccc2)C. The result is 0 (inactive). (3) The result is 0 (inactive). The compound is NC(=N)C(c1ccc(CC(C)C)cc1)C. (4) The result is 0 (inactive). The compound is Brc1c(nn(c1)C)c1cc(NC(=O)CCCC(O)=O)ccc1. (5) The compound is O(c1c(c(ccc1OC)/C=N\NC(=O)c1cccnc1)C(O)=O)C. The result is 0 (inactive). (6) The drug is Clc1c(C(OCc2c3c(oc(=O)c2)cc(cc3)C)=O)cccc1. The result is 0 (inactive). (7) The compound is O=C(N1CC(CCC1)C)C1(NC(=O)Nc2ccc(OC)cc2)CCCCC1. The result is 0 (inactive).